Dataset: CYP2C9 inhibition data for predicting drug metabolism from PubChem BioAssay. Task: Regression/Classification. Given a drug SMILES string, predict its absorption, distribution, metabolism, or excretion properties. Task type varies by dataset: regression for continuous measurements (e.g., permeability, clearance, half-life) or binary classification for categorical outcomes (e.g., BBB penetration, CYP inhibition). Dataset: cyp2c9_veith. (1) The compound is Cc1ccc(C(=O)NNC(=O)CSc2nnc(-c3ccncc3)n2-c2ccc(C)cc2)cc1. The result is 1 (inhibitor). (2) The compound is CCS(=O)(=O)O.OC1C[C@H]2CC[C@H](C1)N2CCCN1c2ccccc2Sc2ccc(Cl)cc21. The result is 0 (non-inhibitor). (3) The molecule is CCOC(=O)C(=O)NCc1ccc(/C=C2\C(=O)C(C(=O)OC)=C(C)N2c2ccc(F)cc2)o1. The result is 0 (non-inhibitor). (4) The molecule is CC(=O)c1cn(CC(=O)Nc2ccccc2C)c2ccccc12. The result is 1 (inhibitor).